Dataset: Reaction yield outcomes from USPTO patents with 853,638 reactions. Task: Predict the reaction yield, written as a fraction of the theoretical maximum amount of product (1.0 means a 100% yield; for example, 0.34 means a 34% yield). (1) The reactants are [Cl:1][C:2]1[CH:7]=[CH:6][C:5](I)=[CH:4][CH:3]=1.[CH3:9][N:10]1[CH:14]=[C:13](B2OC(C)(C)C(C)(C)O2)[CH:12]=[N:11]1.C(=O)([O-])[O-].[Na+].[Na+].C(Cl)Cl. The catalyst is C1C=CC(P(C2C=CC=CC=2)[C-]2C=CC=C2)=CC=1.C1C=CC(P(C2C=CC=CC=2)[C-]2C=CC=C2)=CC=1.Cl[Pd]Cl.[Fe+2].C1COCC1.O. The product is [Cl:1][C:2]1[CH:7]=[CH:6][C:5]([C:13]2[CH:12]=[N:11][N:10]([CH3:9])[CH:14]=2)=[CH:4][CH:3]=1. The yield is 0.740. (2) The reactants are Cl[C:2]1[CH:7]=[CH:6][C:5]([O:8][CH3:9])=[CH:4][C:3]=1[N+:10]([O-:12])=[O:11].[CH3:13][C:14]1(C)[C:18](C)(C)OB(C(C)=C)O1.C(=O)([O-])[O-].[Na+].[Na+].O1CCOCC1.O. The catalyst is O.Cl[Pd](Cl)([P](C1C=CC=CC=1)(C1C=CC=CC=1)C1C=CC=CC=1)[P](C1C=CC=CC=1)(C1C=CC=CC=1)C1C=CC=CC=1. The product is [CH3:9][O:8][C:5]1[CH:6]=[CH:7][C:2]([C:14]([CH3:18])=[CH2:13])=[C:3]([N+:10]([O-:12])=[O:11])[CH:4]=1. The yield is 0.530.